Dataset: Acute oral toxicity (LD50) regression data from Zhu et al.. Task: Regression/Classification. Given a drug SMILES string, predict its toxicity properties. Task type varies by dataset: regression for continuous values (e.g., LD50, hERG inhibition percentage) or binary classification for toxic/non-toxic outcomes (e.g., AMES mutagenicity, cardiotoxicity, hepatotoxicity). Dataset: ld50_zhu. (1) The molecule is CCOP(=S)(Cl)Cl. The rat oral LD50 is 2.30, given as -log10 of the dose in mol/kg body weight (higher means more acutely toxic). (2) The drug is O=[N+]([O-])c1ccc(C=Cc2ccc([N+](=O)[O-])cc2S(=O)(=O)O)c(S(=O)(=O)O)c1. The rat oral LD50 is 1.53, given as -log10 of the dose in mol/kg body weight (higher means more acutely toxic). (3) The compound is FC(F)(F)c1nc2c(Br)c(Br)c(Br)cc2[nH]1. The rat oral LD50 is 4.77, given as -log10 of the dose in mol/kg body weight (higher means more acutely toxic). (4) The compound is C=CC(N)CCC(=O)O. The rat oral LD50 is 1.63, given as -log10 of the dose in mol/kg body weight (higher means more acutely toxic). (5) The molecule is C1=Cc2ccccc2CC1. The rat oral LD50 is 1.66, given as -log10 of the dose in mol/kg body weight (higher means more acutely toxic).